Dataset: Forward reaction prediction with 1.9M reactions from USPTO patents (1976-2016). Task: Predict the product of the given reaction. (1) Given the reactants [CH2:1]([O:3][C:4](=[O:25])[C:5]1[CH:10]=[CH:9][C:8]([NH:11][C:12]2[CH:21]=[CH:20][C:19]3[C:18]([CH3:22])=[CH:17][CH2:16][C:15]([CH3:24])([CH3:23])[C:14]=3[CH:13]=2)=[CH:7][CH:6]=1)[CH3:2].[CH:26](=O)[CH3:27], predict the reaction product. The product is: [CH2:1]([O:3][C:4](=[O:25])[C:5]1[CH:6]=[CH:7][C:8]([N:11]([CH2:26][CH3:27])[C:12]2[CH:21]=[CH:20][C:19]3[C:18]([CH3:22])=[CH:17][CH2:16][C:15]([CH3:24])([CH3:23])[C:14]=3[CH:13]=2)=[CH:9][CH:10]=1)[CH3:2]. (2) Given the reactants C(N1C2C(=CC(S(N)(=O)=O)=CC=2)CC1)C.[Cl:16][C:17]1[CH:18]=[C:19]([CH2:24][C:25]([N:27]2[C:35]3[C:30](=[CH:31][C:32]([S:36]([NH2:39])(=[O:38])=[O:37])=[CH:33][CH:34]=3)[CH2:29][CH2:28]2)=O)[CH:20]=[CH:21][C:22]=1[Cl:23], predict the reaction product. The product is: [Cl:16][C:17]1[CH:18]=[C:19]([CH:20]=[CH:21][C:22]=1[Cl:23])[CH2:24][CH2:25][N:27]1[C:35]2[C:30](=[CH:31][C:32]([S:36]([NH2:39])(=[O:38])=[O:37])=[CH:33][CH:34]=2)[CH2:29][CH2:28]1.